This data is from Catalyst prediction with 721,799 reactions and 888 catalyst types from USPTO. The task is: Predict which catalyst facilitates the given reaction. Reactant: [C:1]([O:7][CH2:8][CH3:9])(=[O:6])[CH2:2][C:3]([CH3:5])=[O:4].[Cl:10][C:11]1[CH:12]=[C:13]([CH:16]=[CH:17][C:18]=1[Cl:19])[CH:14]=O. Product: [CH2:8]([O:7][C:1](=[O:6])[C:2]([C:3](=[O:4])[CH3:5])=[CH:14][C:13]1[CH:16]=[CH:17][C:18]([Cl:19])=[C:11]([Cl:10])[CH:12]=1)[CH3:9]. The catalyst class is: 13.